Dataset: Peptide-MHC class II binding affinity with 134,281 pairs from IEDB. Task: Regression. Given a peptide amino acid sequence and an MHC pseudo amino acid sequence, predict their binding affinity value. This is MHC class II binding data. (1) The peptide sequence is NGQIGNDPNRDIL. The MHC is DRB1_0301 with pseudo-sequence DRB1_0301. The binding affinity (normalized) is 0. (2) The peptide sequence is LNKFISPKSVAGRFA. The MHC is DRB1_0101 with pseudo-sequence DRB1_0101. The binding affinity (normalized) is 0.704. (3) The peptide sequence is RCALHWFPGSHLLHV. The MHC is HLA-DQA10102-DQB10602 with pseudo-sequence HLA-DQA10102-DQB10602. The binding affinity (normalized) is 0.0462. (4) The peptide sequence is MGQLISFFGEIPSII. The MHC is DRB4_0101 with pseudo-sequence DRB4_0103. The binding affinity (normalized) is 0.422. (5) The peptide sequence is IIELFTAKGFTVQEM. The MHC is DRB1_0901 with pseudo-sequence DRB1_0901. The binding affinity (normalized) is 0.775. (6) The peptide sequence is VSDPEEVLVLLEFQS. The MHC is DRB1_0101 with pseudo-sequence DRB1_0101. The binding affinity (normalized) is 0. (7) The peptide sequence is IAPAVQTNWQKLETFWAKHM. The MHC is HLA-DPA10201-DPB11401 with pseudo-sequence HLA-DPA10201-DPB11401. The binding affinity (normalized) is 0.367.